This data is from Reaction yield outcomes from USPTO patents with 853,638 reactions. The task is: Predict the reaction yield, written as a fraction of the theoretical maximum amount of product (1.0 means a 100% yield; for example, 0.34 means a 34% yield). (1) The reactants are [N+:1]([C:4]1[C:5]([CH:14](C(OC)=O)C(OC)=O)=[N:6][CH:7]=[C:8]([C:10]([F:13])([F:12])[F:11])[CH:9]=1)([O-:3])=[O:2].Cl.[OH-].[Na+]. The catalyst is CCOC(C)=O. The product is [CH3:14][C:5]1[C:4]([N+:1]([O-:3])=[O:2])=[CH:9][C:8]([C:10]([F:12])([F:11])[F:13])=[CH:7][N:6]=1. The yield is 0.0900. (2) The reactants are [C:1]([C:4]1[CH:29]=[CH:28][C:7]([O:8][C:9]2[CH:18]=[C:17]3[C:12]([CH:13]([C:19]([O:21][C:22]([CH3:25])([CH3:24])[CH3:23])=[O:20])[CH2:14][CH2:15][O:16]3)=[CH:11][C:10]=2[C:26]#[N:27])=[CH:6][CH:5]=1)(=[O:3])[NH2:2].Cl[C:31]1[CH:36]=[CH:35][C:34]([Cl:37])=[CH:33][N:32]=1.CC(C1C=C(C(C)C)C(C2C=CC=CC=2P(C2CCCCC2)C2CCCCC2)=C(C(C)C)C=1)C.C(=O)([O-])[O-].[Cs+].[Cs+]. The catalyst is O1CCOCC1.C([O-])(=O)C.[Pd+2].C([O-])(=O)C. The product is [Cl:37][C:34]1[CH:35]=[CH:36][C:31]([NH:2][C:1]([C:4]2[CH:5]=[CH:6][C:7]([O:8][C:9]3[CH:18]=[C:17]4[C:12]([CH:13]([C:19]([O:21][C:22]([CH3:23])([CH3:24])[CH3:25])=[O:20])[CH2:14][CH2:15][O:16]4)=[CH:11][C:10]=3[C:26]#[N:27])=[CH:28][CH:29]=2)=[O:3])=[N:32][CH:33]=1. The yield is 0.130. (3) The reactants are Cl.[C:2]12([CH2:12][CH2:13][N:14]([O:27]CC3C=CC=CC=3)[C:15]([NH:17][CH2:18][CH2:19][CH2:20][C:21]3[CH:26]=[CH:25][N:24]=[CH:23][CH:22]=3)=[O:16])[CH2:11][CH:6]3[CH2:7][CH:8]([CH2:10][CH:4]([CH2:5]3)[CH2:3]1)[CH2:9]2. No catalyst specified. The product is [C:2]12([CH2:12][CH2:13][N:14]([OH:27])[C:15]([NH:17][CH2:18][CH2:19][CH2:20][C:21]3[CH:26]=[CH:25][N:24]=[CH:23][CH:22]=3)=[O:16])[CH2:9][CH:8]3[CH2:7][CH:6]([CH2:5][CH:4]([CH2:10]3)[CH2:3]1)[CH2:11]2. The yield is 0.340. (4) The reactants are [CH:1]([O:14][C:15]1[C:26]2[C:25](=[O:27])[N:24]([CH2:28][C:29]3[CH:34]=[CH:33][C:32]([F:35])=[CH:31][CH:30]=3)[C:23](=[O:36])[C:22]=2[C:21]([OH:37])=[C:20]2[C:16]=1[N:17]=[CH:18][N:19]2[CH2:38][C:39]1[CH:44]=[CH:43][CH:42]=[CH:41][CH:40]=1)([C:8]1[CH:13]=[CH:12][CH:11]=[CH:10][CH:9]=1)[C:2]1[CH:7]=[CH:6][CH:5]=[CH:4][CH:3]=1.[CH3:45]N(C=O)C.C([O-])([O-])=O.[K+].[K+].CI. The catalyst is O. The product is [CH:1]([O:14][C:15]1[C:26]2[C:25](=[O:27])[N:24]([CH2:28][C:29]3[CH:30]=[CH:31][C:32]([F:35])=[CH:33][CH:34]=3)[C:23](=[O:36])[C:22]=2[C:21]([O:37][CH3:45])=[C:20]2[C:16]=1[N:17]=[CH:18][N:19]2[CH2:38][C:39]1[CH:44]=[CH:43][CH:42]=[CH:41][CH:40]=1)([C:8]1[CH:9]=[CH:10][CH:11]=[CH:12][CH:13]=1)[C:2]1[CH:7]=[CH:6][CH:5]=[CH:4][CH:3]=1. The yield is 0.730. (5) The reactants are [NH2:1][C:2]1[CH:7]=[CH:6][CH:5]=[CH:4][C:3]=1[C:8]1[NH:12][C:11]([CH3:13])=[C:10]([C:14]([NH2:16])=[O:15])[CH:9]=1.C(N(CC)CC)C.[OH:24][C:25]1[CH:30]=[CH:29][C:28]([S:31](Cl)(=[O:33])=[O:32])=[CH:27][CH:26]=1. The catalyst is C1COCC1. The product is [OH:24][C:25]1[CH:30]=[CH:29][C:28]([S:31]([NH:1][C:2]2[CH:7]=[CH:6][CH:5]=[CH:4][C:3]=2[C:8]2[NH:12][C:11]([CH3:13])=[C:10]([C:14]([NH2:16])=[O:15])[CH:9]=2)(=[O:33])=[O:32])=[CH:27][CH:26]=1. The yield is 0.0860. (6) The reactants are C[O:2][C:3]([C:5]1[CH:10]=[C:9]([O:11][C:12]2[CH:17]=[CH:16][C:15]([NH:18][C:19]([O:21][CH2:22][C:23]3[CH:28]=[CH:27][CH:26]=[CH:25][CH:24]=3)=[O:20])=[CH:14][C:13]=2[F:29])[CH:8]=[CH:7][N:6]=1)=[O:4].O.[OH-].[Li+].Cl. The catalyst is CO.CN(C)C=O. The product is [CH2:22]([O:21][C:19]([NH:18][C:15]1[CH:16]=[CH:17][C:12]([O:11][C:9]2[CH:8]=[CH:7][N:6]=[C:5]([C:3]([OH:4])=[O:2])[CH:10]=2)=[C:13]([F:29])[CH:14]=1)=[O:20])[C:23]1[CH:24]=[CH:25][CH:26]=[CH:27][CH:28]=1. The yield is 0.923.